The task is: Binary Classification. Given a T-cell receptor sequence (or CDR3 region) and an epitope sequence, predict whether binding occurs between them.. This data is from TCR-epitope binding with 47,182 pairs between 192 epitopes and 23,139 TCRs. The epitope is LLWNGPMAV. The TCR CDR3 sequence is CASSLSSATGELFF. Result: 1 (the TCR binds to the epitope).